Dataset: Forward reaction prediction with 1.9M reactions from USPTO patents (1976-2016). Task: Predict the product of the given reaction. (1) Given the reactants [CH2:1]([O:5][C:6]1[CH:31]=[C:30]([O:32][CH2:33][CH:34]([CH3:36])[CH3:35])[CH:29]=[CH:28][C:7]=1[C:8]([C:10]1[CH:11]=[C:12]2[C:16](=[CH:17][CH:18]=1)[N:15]([CH2:19][CH:20]([CH3:22])[CH3:21])[C:14]([C:23]([O:25]CC)=[O:24])=[CH:13]2)=[O:9])[CH:2]([CH3:4])[CH3:3].[OH-].[Na+].O.Cl, predict the reaction product. The product is: [CH2:1]([O:5][C:6]1[CH:31]=[C:30]([O:32][CH2:33][CH:34]([CH3:36])[CH3:35])[CH:29]=[CH:28][C:7]=1[C:8]([C:10]1[CH:11]=[C:12]2[C:16](=[CH:17][CH:18]=1)[N:15]([CH2:19][CH:20]([CH3:22])[CH3:21])[C:14]([C:23]([OH:25])=[O:24])=[CH:13]2)=[O:9])[CH:2]([CH3:4])[CH3:3]. (2) Given the reactants [CH2:1]([O:3][C:4]([C:6]1[C:7](Cl)=[N:8][C:9]2[C:14]([C:15]=1[C:16]1[CH:21]=[CH:20][CH:19]=[CH:18][CH:17]=1)=[CH:13][C:12]([Cl:22])=[CH:11][CH:10]=2)=[O:5])[CH3:2].[CH:24]1([Mg]Br)[CH2:28][CH2:27][CH2:26][CH2:25]1, predict the reaction product. The product is: [CH2:1]([O:3][C:4]([C:6]1[C:7]([CH:24]2[CH2:28][CH2:27][CH2:26][CH2:25]2)=[N:8][C:9]2[C:14]([C:15]=1[C:16]1[CH:21]=[CH:20][CH:19]=[CH:18][CH:17]=1)=[CH:13][C:12]([Cl:22])=[CH:11][CH:10]=2)=[O:5])[CH3:2]. (3) Given the reactants [C:1]([OH:9])(=[O:8])[C:2]([CH2:4][C:5]([OH:7])=O)=[CH2:3].[N:10]1([C:16]2[CH:22]=[CH:21][C:19]([NH2:20])=[CH:18][CH:17]=2)[CH2:15][CH2:14][O:13][CH2:12][CH2:11]1, predict the reaction product. The product is: [N:10]1([C:16]2[CH:17]=[CH:18][C:19]([N:20]3[C:5](=[O:7])[CH2:4][CH:2]([C:1]([OH:9])=[O:8])[CH2:3]3)=[CH:21][CH:22]=2)[CH2:11][CH2:12][O:13][CH2:14][CH2:15]1. (4) The product is: [C:1]1([N:7]2[C:11]([C:12]([F:15])([F:13])[F:14])=[CH:10][C:9]([NH2:16])=[N:8]2)[CH:2]=[CH:3][CH:4]=[CH:5][CH:6]=1. Given the reactants [C:1]1([N:7]2[CH:11]([C:12]([F:15])([F:14])[F:13])[CH2:10][C:9]([NH2:16])=[N:8]2)[CH:6]=[CH:5][CH:4]=[CH:3][CH:2]=1.C(C1C(=O)C(Cl)=C(Cl)C(=O)C=1C#N)#N, predict the reaction product.